Dataset: Forward reaction prediction with 1.9M reactions from USPTO patents (1976-2016). Task: Predict the product of the given reaction. (1) Given the reactants Br[C:2]1[CH:7]=[CH:6][C:5]([C@H:8]([OH:13])[CH2:9][CH2:10][CH2:11][OH:12])=[CH:4][CH:3]=1.F[B-](F)(F)F.[C:19]([PH+](C(C)(C)C)C(C)(C)C)(C)(C)[CH3:20].CN(C)CCN(C)C.C([Si](C#C)(C(C)C)C(C)C)(C)C.[Cl-].[NH4+].Cl, predict the reaction product. The product is: [C:19]([C:2]1[CH:7]=[CH:6][C:5]([C@H:8]([OH:13])[CH2:9][CH2:10][CH2:11][OH:12])=[CH:4][CH:3]=1)#[CH:20]. (2) The product is: [F:40][C:37]1[CH:36]=[CH:35][C:34]([S:31]([CH:15]([NH:16][CH2:17][C:18]2[CH:19]=[CH:20][C:21]([C:24]([CH3:29])([CH3:30])[CH2:25][CH2:26][CH2:27][CH3:28])=[CH:22][CH:23]=2)[C:11]2[N:10]=[C:9]([NH:8][CH2:41][C:42]([OH:44])=[O:43])[CH:14]=[CH:13][CH:12]=2)(=[O:33])=[O:32])=[CH:39][CH:38]=1. Given the reactants C(OC([N:8]([CH2:41][C:42]([O:44]C(C)(C)C)=[O:43])[C:9]1[CH:14]=[CH:13][CH:12]=[C:11]([CH:15]([S:31]([C:34]2[CH:39]=[CH:38][C:37]([F:40])=[CH:36][CH:35]=2)(=[O:33])=[O:32])[NH:16][CH2:17][C:18]2[CH:23]=[CH:22][C:21]([C:24]([CH3:30])([CH3:29])[CH2:25][CH2:26][CH2:27][CH3:28])=[CH:20][CH:19]=2)[N:10]=1)=O)(C)(C)C.Cl.O1CCOCC1, predict the reaction product.